From a dataset of Reaction yield outcomes from USPTO patents with 853,638 reactions. Predict the reaction yield, written as a fraction of the theoretical maximum amount of product (1.0 means a 100% yield; for example, 0.34 means a 34% yield). (1) The reactants are [Cl:1][C:2]1[C:11]([NH:12][S:13]([CH2:16][CH2:17][CH3:18])(=[O:15])=[O:14])=[CH:10][CH:9]=[C:8]([F:19])[C:3]=1[C:4]([O:6]C)=[O:5].[OH-].[K+]. The catalyst is O1CCCC1.O. The product is [Cl:1][C:2]1[C:11]([NH:12][S:13]([CH2:16][CH2:17][CH3:18])(=[O:14])=[O:15])=[CH:10][CH:9]=[C:8]([F:19])[C:3]=1[C:4]([OH:6])=[O:5]. The yield is 0.370. (2) The reactants are [CH2:1]([OH:4])[CH:2]=[CH2:3].[CH3:5][C:6]1([CH:9]=[CH2:10])[CH2:8][O:7]1. The catalyst is C1C=CC(/C=C/C(/C=C/C2C=CC=CC=2)=O)=CC=1.C1C=CC(/C=C/C(/C=C/C2C=CC=CC=2)=O)=CC=1.C1C=CC(/C=C/C(/C=C/C2C=CC=CC=2)=O)=CC=1.C(Cl)(Cl)Cl.[Pd].[Pd].[C@@H]1(NC(=O)C2C=CC=CC=2P(C2C=CC=CC=2)C2C=CC=CC=2)CCCC[C@@H]1NC(=O)C1C=CC=CC=1P(C1C=CC=CC=1)C1C=CC=CC=1.C(B(CC)CC)C.CCCCCC. The product is [CH2:1]([O:4][C@@:6]([CH3:5])([CH:9]=[CH2:10])[CH2:8][OH:7])[CH:2]=[CH2:3]. The yield is 0.900. (3) The reactants are [CH2:1]([N:3]1[C:7]2=[N:8][C:9]([CH2:33][CH3:34])=[C:10]([CH2:19][NH:20][C:21]([C:23]3[CH:24]=[C:25]([CH:29]=[C:30]([CH3:32])[CH:31]=3)[C:26](O)=[O:27])=[O:22])[C:11]([NH:12][CH:13]3[CH2:18][CH2:17][O:16][CH2:15][CH2:14]3)=[C:6]2[CH:5]=[N:4]1)[CH3:2].CN(C(ON1N=NC2C=CC=CC1=2)=[N+](C)C)C.F[P-](F)(F)(F)(F)F.Cl.[Br:60][C:61]1[CH:62]=[C:63]([CH2:68][NH2:69])[CH:64]=[CH:65][C:66]=1[F:67]. The catalyst is ClCCl. The product is [Br:60][C:61]1[CH:62]=[C:63]([CH2:68][NH:69][C:26]([C:25]2[CH:29]=[C:30]([CH3:32])[CH:31]=[C:23]([C:21]([NH:20][CH2:19][C:10]3[C:11]([NH:12][CH:13]4[CH2:18][CH2:17][O:16][CH2:15][CH2:14]4)=[C:6]4[CH:5]=[N:4][N:3]([CH2:1][CH3:2])[C:7]4=[N:8][C:9]=3[CH2:33][CH3:34])=[O:22])[CH:24]=2)=[O:27])[CH:64]=[CH:65][C:66]=1[F:67]. The yield is 0.665. (4) The reactants are C(O[CH:4](OCC)[CH2:5][N:6]([CH3:8])[CH3:7])C.Cl.[OH-].[K+].[Br:15][C:16]1[CH:17]=[C:18]([NH:23][C:24]2[C:25]3[CH:33]=[C:32]([NH:34][C:35](=[O:45])[CH2:36]P(=O)(OCC)OCC)[N:31]=[CH:30][C:26]=3[N:27]=[CH:28][N:29]=2)[CH:19]=[CH:20][C:21]=1[Cl:22].[Li+].[Cl-]. The catalyst is O.C(Cl)Cl.CO.CC(N(C)C)=O.C1COCC1. The product is [Br:15][C:16]1[CH:17]=[C:18]([CH:19]=[CH:20][C:21]=1[Cl:22])[NH:23][C:24]1[C:25]2[CH:33]=[C:32]([NH:34][C:35](=[O:45])/[CH:36]=[CH:4]/[CH2:5][N:6]([CH3:7])[CH3:8])[N:31]=[CH:30][C:26]=2[N:27]=[CH:28][N:29]=1. The yield is 0.980. (5) The reactants are [CH:1]([NH:4][C:5]1[N:6]=[C:7]2[CH:13]=[CH:12][NH:11][C:8]2=[N:9][CH:10]=1)([CH3:3])[CH3:2].[I:14]N1C(=O)CCC1=O. The catalyst is CN(C=O)C. The product is [I:14][C:13]1[C:7]2[C:8](=[N:9][CH:10]=[C:5]([NH:4][CH:1]([CH3:3])[CH3:2])[N:6]=2)[NH:11][CH:12]=1. The yield is 0.750. (6) The reactants are [CH3:1][C:2]1[O:6][C:5]([CH:7]([NH2:14])[CH:8]2[CH2:13][CH2:12][O:11][CH2:10][CH2:9]2)=[CH:4][CH:3]=1.C([O:17][C:18]1[C:21](=[O:22])[C:20](=O)[C:19]=1[NH:24][C:25]1[C:26]([OH:36])=[C:27]([CH:33]=[CH:34][CH:35]=1)[C:28]([N:30]([CH3:32])[CH3:31])=[O:29])C. The catalyst is CO. The product is [OH:36][C:26]1[C:25]([NH:24][C:19]2[C:18](=[O:17])[C:21](=[O:22])[C:20]=2[NH:14][CH:7]([C:5]2[O:6][C:2]([CH3:1])=[CH:3][CH:4]=2)[CH:8]2[CH2:13][CH2:12][O:11][CH2:10][CH2:9]2)=[CH:35][CH:34]=[CH:33][C:27]=1[C:28]([N:30]([CH3:32])[CH3:31])=[O:29]. The yield is 0.940. (7) The reactants are [CH3:1][C:2]1([CH3:22])[CH2:7][NH:6][CH:5]([CH2:8][C:9]([NH:11][C:12]2[CH:17]=[CH:16][C:15]([CH:18]([CH3:20])[CH3:19])=[CH:14][CH:13]=2)=[O:10])[C:4](=[O:21])[O:3]1.C=O.O.[C:26]([BH3-])#N.[Na+].C(O)(=O)C. The catalyst is O1CCCC1.C(#N)C. The product is [CH:18]([C:15]1[CH:16]=[CH:17][C:12]([NH:11][C:9](=[O:10])[CH2:8][CH:5]2[C:4](=[O:21])[O:3][C:2]([CH3:1])([CH3:22])[CH2:7][N:6]2[CH3:26])=[CH:13][CH:14]=1)([CH3:19])[CH3:20]. The yield is 0.540.